Dataset: Forward reaction prediction with 1.9M reactions from USPTO patents (1976-2016). Task: Predict the product of the given reaction. (1) Given the reactants FC(F)(F)C(O)=O.[NH2:8][C:9]1[N:14]=[C:13](OS(C2C(C(C)C)=CC(C(C)C)=CC=2C(C)C)(=O)=O)[C:12]([CH2:34][C:35]2[CH:40]=[CH:39][C:38]([CH2:41][C:42]#[N:43])=[CH:37][CH:36]=2)=[C:11]([CH3:44])[N:10]=1.[CH2:45]([NH2:50])[CH2:46][CH2:47][CH2:48][CH3:49].[Li+].[OH-], predict the reaction product. The product is: [NH2:8][C:9]1[N:10]=[C:11]([CH3:44])[C:12]([CH2:34][C:35]2[CH:36]=[CH:37][C:38]([CH2:41][C:42]#[N:43])=[CH:39][CH:40]=2)=[C:13]([NH:50][CH2:45][CH2:46][CH2:47][CH2:48][CH3:49])[N:14]=1. (2) Given the reactants Cl[C:2]1[N:23]=[C:5]2[C:6]([NH:10][C:11]3[C:12]([N:17]([CH3:22])[S:18]([CH3:21])(=[O:20])=[O:19])=[N:13][CH:14]=[CH:15][CH:16]=3)=[CH:7][CH:8]=[CH:9][N:4]2[N:3]=1.[CH3:24][N:25]1[CH2:30][CH2:29][CH:28]([C:31]2[CH:36]=[CH:35][C:34]([NH2:37])=[CH:33][CH:32]=2)[CH2:27][CH2:26]1.C1(P(C2CCCCC2)C2C=CC=CC=2C2C=CC=CC=2P(C2CCCCC2)C2CCCCC2)CCCCC1, predict the reaction product. The product is: [CH3:22][N:17]([C:12]1[C:11]([NH:10][C:6]2[C:5]3[N:4]([N:3]=[C:2]([NH:37][C:34]4[CH:35]=[CH:36][C:31]([CH:28]5[CH2:27][CH2:26][N:25]([CH3:24])[CH2:30][CH2:29]5)=[CH:32][CH:33]=4)[N:23]=3)[CH:9]=[CH:8][CH:7]=2)=[CH:16][CH:15]=[CH:14][N:13]=1)[S:18]([CH3:21])(=[O:20])=[O:19]. (3) Given the reactants FC(F)(F)C(O)=O.C(O[C:13](=O)[N:14]([C@@H:16]([C:28](=[O:50])[N:29]([C@H:31]([CH2:43][C:44]1[CH:49]=[CH:48][CH:47]=[CH:46][CH:45]=1)[C:32]([N:34]1[CH2:38][CH2:37][CH2:36][C@H:35]1[CH2:39][N:40]([CH3:42])[CH3:41])=[O:33])[CH3:30])[CH2:17][C:18]1[CH:27]=[CH:26][C:25]2[C:20](=[CH:21][CH:22]=[CH:23][CH:24]=2)[CH:19]=1)C)(C)(C)C, predict the reaction product. The product is: [CH2:43]([C@@H:31]([N:29]([CH3:30])[C:28](=[O:50])[C@H:16]([NH:14][CH3:13])[CH2:17][C:18]1[CH:27]=[CH:26][C:25]2[C:20](=[CH:21][CH:22]=[CH:23][CH:24]=2)[CH:19]=1)[C:32]([N:34]1[CH2:38][CH2:37][CH2:36][C@H:35]1[CH2:39][N:40]([CH3:41])[CH3:42])=[O:33])[C:44]1[CH:49]=[CH:48][CH:47]=[CH:46][CH:45]=1. (4) The product is: [Cl:1][C:2]1[CH:3]=[C:4]([N:8]([CH2:9][C:10]2[C:19]3[C:14](=[C:15]([F:21])[C:16]([F:20])=[CH:17][CH:18]=3)[NH:13][C:12](=[O:22])[CH:11]=2)[C:29]([C:28]2[O:27][CH:26]=[N:25][C:24]=2[CH3:23])=[O:30])[CH:5]=[CH:6][CH:7]=1. Given the reactants [Cl:1][C:2]1[CH:3]=[C:4]([NH:8][CH2:9][C:10]2[C:19]3[C:14](=[C:15]([F:21])[C:16]([F:20])=[CH:17][CH:18]=3)[NH:13][C:12](=[O:22])[CH:11]=2)[CH:5]=[CH:6][CH:7]=1.[CH3:23][C:24]1[N:25]=[CH:26][O:27][C:28]=1[C:29](O)=[O:30], predict the reaction product. (5) Given the reactants CCN(C(C)C)C(C)C.[CH2:10]([O:12][C:13](=[O:23])[C:14]1[CH:19]=[C:18]([F:20])[C:17](Cl)=[N:16][C:15]=1[Cl:22])[CH3:11].[CH2:24]([S:31]([NH:34][C:35]([CH:37]1[CH2:42][CH2:41][NH:40][CH2:39][CH2:38]1)=[O:36])(=[O:33])=[O:32])[C:25]1[CH:30]=[CH:29][CH:28]=[CH:27][CH:26]=1.N#N, predict the reaction product. The product is: [CH2:10]([O:12][C:13](=[O:23])[C:14]1[CH:19]=[C:18]([F:20])[C:17]([N:40]2[CH2:41][CH2:42][CH:37]([C:35](=[O:36])[NH:34][S:31]([CH2:24][C:25]3[CH:30]=[CH:29][CH:28]=[CH:27][CH:26]=3)(=[O:33])=[O:32])[CH2:38][CH2:39]2)=[N:16][C:15]=1[Cl:22])[CH3:11]. (6) The product is: [C:34]([O:43][C:42]([N:23]1[CH2:24][C@@H:20]([N:19]([CH2:38][C:37]2[CH:40]=[CH:41][C:34]([C:32]#[N:33])=[CH:35][CH:36]=2)[CH:16]2[CH2:15][CH2:14][N:13]([C:10]3[CH:11]=[CH:12][C:7]([N+:4]([O-:6])=[O:5])=[CH:8][CH:9]=3)[CH2:18][CH2:17]2)[CH2:21][C@H:22]1[C:25]([N:27]1[CH2:31][CH2:30][S:29][CH2:28]1)=[O:26])=[O:45])([CH3:41])([CH3:35])[CH3:32]. Given the reactants Cl.Cl.Cl.[N+:4]([C:7]1[CH:12]=[CH:11][C:10]([N:13]2[CH2:18][CH2:17][CH:16]([NH:19][C@@H:20]3[CH2:24][NH:23][C@H:22]([C:25]([N:27]4[CH2:31][CH2:30][S:29][CH2:28]4)=[O:26])[CH2:21]3)[CH2:15][CH2:14]2)=[CH:9][CH:8]=1)([O-:6])=[O:5].[C:32]([C:34]1[CH:41]=[CH:40][C:37]([CH2:38]Br)=[CH:36][CH:35]=1)#[N:33].[C:42](=[O:45])([O-])[OH:43].[Na+], predict the reaction product. (7) Given the reactants Cl[C:2]1[C:3]2[C:4](=[CH:13][N:14](CC3C=CC(OC)=CC=3)[N:15]=2)[N:5]=[C:6]([C:8]2[CH:12]=[CH:11][S:10][CH:9]=2)[N:7]=1.C(OC(=O)[NH:31][C@H:32]1[CH2:37][CH2:36][CH2:35][CH2:34][C@H:33]1[NH2:38])(C)(C)C.Cl, predict the reaction product. The product is: [S:10]1[CH:11]=[CH:12][C:8]([C:6]2[N:7]=[C:2]([NH:31][C@H:32]3[CH2:37][CH2:36][CH2:35][CH2:34][C@H:33]3[NH2:38])[C:3]3[NH:15][N:14]=[CH:13][C:4]=3[N:5]=2)=[CH:9]1. (8) Given the reactants [CH2:1]([C:4]1[C:8]([CH2:9][CH2:10][CH2:11][OH:12])=[CH:7][N:6]([C:13]2[CH:18]=[CH:17][C:16]([C:19]([F:22])([F:21])[F:20])=[CH:15][N:14]=2)[N:5]=1)[CH2:2][CH3:3].[CH2:23]([O:25][C:26]1[C:27](O)=[C:28]([CH2:32][C:33]([O:35]C)=[O:34])[CH:29]=[CH:30][CH:31]=1)[CH3:24].C(P(CCCC)CCCC)CCC.N(C(N1CCCCC1)=O)=NC(N1CCCCC1)=O, predict the reaction product. The product is: [CH2:23]([O:25][C:26]1[C:27]([O:12][CH2:11][CH2:10][CH2:9][C:8]2[C:4]([CH2:1][CH2:2][CH3:3])=[N:5][N:6]([C:13]3[CH:18]=[CH:17][C:16]([C:19]([F:21])([F:20])[F:22])=[CH:15][N:14]=3)[CH:7]=2)=[C:28]([CH2:32][C:33]([OH:35])=[O:34])[CH:29]=[CH:30][CH:31]=1)[CH3:24]. (9) The product is: [CH3:1][O:2][CH:3]([O:33][C:34]([C:49]1[CH:54]=[CH:53][CH:52]=[CH:51][CH:50]=1)([C:41]1[CH:46]=[CH:45][C:44]([O:47][CH3:48])=[CH:43][CH:42]=1)[C:35]1[CH:40]=[CH:39][CH:38]=[CH:37][CH:36]=1)[CH2:4][CH2:5][CH2:6][NH:7][C:8](=[O:32])[CH2:9][NH:10][C:11](=[O:31])[CH2:12][NH2:13]. Given the reactants [CH3:1][O:2][CH:3]([O:33][C:34]([C:49]1[CH:54]=[CH:53][CH:52]=[CH:51][CH:50]=1)([C:41]1[CH:46]=[CH:45][C:44]([O:47][CH3:48])=[CH:43][CH:42]=1)[C:35]1[CH:40]=[CH:39][CH:38]=[CH:37][CH:36]=1)[CH2:4][CH2:5][CH2:6][NH:7][C:8](=[O:32])[CH2:9][NH:10][C:11](=[O:31])[CH2:12][NH:13]C(OCC1C2C(=CC=CC=2)C2C1=CC=CC=2)=O.N1CCCCC1, predict the reaction product. (10) Given the reactants [OH:1][C:2]1[C:11]2[C:6](=[CH:7][CH:8]=[CH:9][CH:10]=2)[CH:5]=[CH:4][C:3]=1[C:12](=[O:14])[CH3:13].[Cl:15]N1C(=O)CCC1=O, predict the reaction product. The product is: [Cl:15][C:5]1[C:6]2[C:11](=[CH:10][CH:9]=[CH:8][CH:7]=2)[C:2]([OH:1])=[C:3]([C:12](=[O:14])[CH3:13])[CH:4]=1.